Dataset: Forward reaction prediction with 1.9M reactions from USPTO patents (1976-2016). Task: Predict the product of the given reaction. (1) Given the reactants [CH:1]1([N:4]2[C:8](C(O)=O)=[CH:7][CH:6]=[N:5]2)[CH2:3][CH2:2]1.C([N:14]([CH2:17]C)CC)C.C1C=CC([O:25]P(OC2C=CC=CC=2)(N=[N+]=[N-])=O)=CC=1.[C:38]([OH:42])([CH3:41])([CH3:40])[CH3:39], predict the reaction product. The product is: [CH:1]1([N:4]2[C:8]([NH:14][C:17](=[O:25])[O:42][C:38]([CH3:41])([CH3:40])[CH3:39])=[CH:7][CH:6]=[N:5]2)[CH2:2][CH2:3]1. (2) Given the reactants BrBr.[BH4-].[Na+].[CH2:5]([CH:12]([C:18](OCC)=[O:19])[C:13](OCC)=[O:14])[C:6]1[CH:11]=[CH:10][CH:9]=[CH:8][CH:7]=1.CCOC(C)=O, predict the reaction product. The product is: [CH2:5]([CH:12]([CH2:13][OH:14])[CH2:18][OH:19])[C:6]1[CH:11]=[CH:10][CH:9]=[CH:8][CH:7]=1. (3) The product is: [CH2:1]([O:8][C:9]([C:11]1[C:19]2[C:14](=[CH:15][CH:16]=[C:17]([O:20][CH2:21][CH2:22][N:25]3[CH2:29][CH2:28][CH2:27][CH:26]3[C:30]3[CH:31]=[N:32][CH:33]=[CH:34][CH:35]=3)[CH:18]=2)[NH:13][C:12]=1[CH3:24])=[O:10])[C:2]1[CH:7]=[CH:6][CH:5]=[CH:4][CH:3]=1. Given the reactants [CH2:1]([O:8][C:9]([C:11]1[C:19]2[C:14](=[CH:15][CH:16]=[C:17]([O:20][CH2:21][CH2:22]Cl)[CH:18]=2)[NH:13][C:12]=1[CH3:24])=[O:10])[C:2]1[CH:7]=[CH:6][CH:5]=[CH:4][CH:3]=1.[NH:25]1[CH2:29][CH2:28][CH2:27][CH:26]1[C:30]1[CH:31]=[N:32][CH:33]=[CH:34][CH:35]=1, predict the reaction product. (4) Given the reactants Br[C:2]1[CH:3]=[CH:4][C:5]2[N:10]([CH3:11])[C:9](=[O:12])[O:8][CH2:7][C:6]=2[CH:13]=1.[CH3:14][C:15]1([CH3:31])[C:19]([CH3:21])([CH3:20])[O:18][B:17]([B:17]2[O:18][C:19]([CH3:21])([CH3:20])[C:15]([CH3:31])([CH3:14])[O:16]2)[O:16]1.ClCCl.C([O-])(=O)C.[K+], predict the reaction product. The product is: [CH3:11][N:10]1[C:5]2[CH:4]=[CH:3][C:2]([B:17]3[O:18][C:19]([CH3:21])([CH3:20])[C:15]([CH3:31])([CH3:14])[O:16]3)=[CH:13][C:6]=2[CH2:7][O:8][C:9]1=[O:12]. (5) Given the reactants Br[C:2]1[CH:3]=[C:4]2[C:9](=[CH:10][CH:11]=1)[N:8]=[C:7]([O:12][CH3:13])[CH:6]=[CH:5]2.[B:14]1([B:14]2[O:18][C:17]([CH3:20])([CH3:19])[C:16]([CH3:22])([CH3:21])[O:15]2)[O:18][C:17]([CH3:20])([CH3:19])[C:16]([CH3:22])([CH3:21])[O:15]1.CC([O-])=O.[Na+], predict the reaction product. The product is: [CH3:13][O:12][C:7]1[CH:6]=[CH:5][C:4]2[C:9](=[CH:10][CH:11]=[C:2]([B:14]3[O:18][C:17]([CH3:20])([CH3:19])[C:16]([CH3:22])([CH3:21])[O:15]3)[CH:3]=2)[N:8]=1. (6) The product is: [NH2:34][CH:31]1[CH2:32][CH2:33][N:28]([CH2:27][C:24]2[CH:23]=[CH:22][C:21]([C:19]3[S:20][C:13]4[C:14](=[N:15][CH:16]=[CH:17][C:12]=4[O:11][C:10]4[CH:42]=[CH:43][C:7]([NH:6][C:5]([NH:4][CH:1]5[CH2:2][CH2:3]5)=[O:45])=[CH:8][C:9]=4[F:44])[CH:18]=3)=[N:26][CH:25]=2)[CH2:29][CH2:30]1. Given the reactants [CH:1]1([NH:4][C:5](=[O:45])[NH:6][C:7]2[CH:43]=[CH:42][C:10]([O:11][C:12]3[CH:17]=[CH:16][N:15]=[C:14]4[CH:18]=[C:19]([C:21]5[N:26]=[CH:25][C:24]([CH2:27][N:28]6[CH2:33][CH2:32][CH:31]([NH:34]C(=O)OC(C)(C)C)[CH2:30][CH2:29]6)=[CH:23][CH:22]=5)[S:20][C:13]=34)=[C:9]([F:44])[CH:8]=2)[CH2:3][CH2:2]1, predict the reaction product. (7) Given the reactants [N+:1]([C:4]1[CH:9]=[CH:8][C:7]([N:10]=[C:11]2[N:15]([CH2:16][C:17]([CH3:19])=[CH2:18])[CH2:14][CH2:13][S:12]2)=[CH:6][CH:5]=1)([O-:3])=[O:2].[OH-].[Na+], predict the reaction product. The product is: [N+:1]([C:4]1[CH:5]=[CH:6][C:7]([N:10]=[C:11]2[N:15]([CH:16]=[C:17]([CH3:19])[CH3:18])[CH2:14][CH2:13][S:12]2)=[CH:8][CH:9]=1)([O-:3])=[O:2].